This data is from Reaction yield outcomes from USPTO patents with 853,638 reactions. The task is: Predict the reaction yield, written as a fraction of the theoretical maximum amount of product (1.0 means a 100% yield; for example, 0.34 means a 34% yield). (1) The reactants are Cl[C:2]1[N:7]=[C:6]([O:8][CH3:9])[N:5]=[C:4]([NH:10][C:11]2[CH:16]=[CH:15][C:14]([N:17]3[CH:21]=[C:20]([CH3:22])[N:19]=[CH:18]3)=[C:13]([O:23][CH3:24])[CH:12]=2)[N:3]=1.[CH3:25][O:26][CH2:27][CH2:28][NH:29][CH3:30]. No catalyst specified. The product is [CH3:9][O:8][C:6]1[N:7]=[C:2]([N:29]([CH2:28][CH2:27][O:26][CH3:25])[CH3:30])[N:3]=[C:4]([NH:10][C:11]2[CH:16]=[CH:15][C:14]([N:17]3[CH:21]=[C:20]([CH3:22])[N:19]=[CH:18]3)=[C:13]([O:23][CH3:24])[CH:12]=2)[N:5]=1. The yield is 0.510. (2) The reactants are C(N(S(F)(F)[F:7])CC)C.[C:10]([N:18]1[CH2:22][CH2:21][CH2:20][C@H:19]1[CH2:23]O)(=[O:17])[C:11]1[CH:16]=[CH:15][CH:14]=[CH:13][CH:12]=1.C(=O)([O-])O.[Na+].C(Cl)(Cl)Cl. The catalyst is ClCCl. The product is [C:10]([N:18]1[CH2:22][CH2:21][CH2:20][C@H:19]1[CH2:23][F:7])(=[O:17])[C:11]1[CH:16]=[CH:15][CH:14]=[CH:13][CH:12]=1. The yield is 0.510. (3) The reactants are [ClH:1].[F:2][C:3]([F:19])([F:18])[CH2:4][N:5]1[CH2:10][CH2:9][N:8](C(OC(C)(C)C)=O)[CH2:7][CH2:6]1. The catalyst is O1CCOCC1. The product is [ClH:1].[ClH:1].[F:19][C:3]([F:2])([F:18])[CH2:4][N:5]1[CH2:6][CH2:7][NH:8][CH2:9][CH2:10]1. The yield is 0.950. (4) The reactants are C(OC([N:8]1[CH2:12][CH2:11][C@H:10]([OH:13])[C@H:9]1[CH2:14][N:15]1[C:23]2[CH:22]=[CH:21][C:20]([C:24]#[N:25])=[CH:19][C:18]=2[C:17]2[CH2:26][C@H:27]([NH:29][C:30]([O:32][CH:33]([CH3:35])[CH3:34])=[O:31])[CH2:28][C:16]1=2)=O)(C)(C)C.Cl. The catalyst is CO.O1CCOCC1. The product is [CH:33]([O:32][C:30](=[O:31])[NH:29][C@@H:27]1[CH2:28][C:16]2[N:15]([CH2:14][C@@H:9]3[C@@H:10]([OH:13])[CH2:11][CH2:12][NH:8]3)[C:23]3[CH:22]=[CH:21][C:20]([C:24]#[N:25])=[CH:19][C:18]=3[C:17]=2[CH2:26]1)([CH3:35])[CH3:34]. The yield is 0.960. (5) The reactants are [CH3:1][C:2]1[CH:7]=[C:6]([CH3:8])[CH:5]=[C:4]([CH3:9])[C:3]=1[NH:10][C:11]([C:13]1[S:17][C:16]([NH:18]C(=O)OC(C)(C)C)=[N:15][C:14]=1[CH3:26])=[O:12]. The catalyst is FC(F)(F)C(O)=O. The product is [NH2:18][C:16]1[S:17][C:13]([C:11]([NH:10][C:3]2[C:4]([CH3:9])=[CH:5][C:6]([CH3:8])=[CH:7][C:2]=2[CH3:1])=[O:12])=[C:14]([CH3:26])[N:15]=1. The yield is 0.910.